From a dataset of Full USPTO retrosynthesis dataset with 1.9M reactions from patents (1976-2016). Predict the reactants needed to synthesize the given product. (1) Given the product [F:25][C:19]1[C:20]([F:24])=[CH:21][CH:22]=[CH:23][C:18]=1[C:16]1[N:17]=[C:12]2[CH:11]=[N:10][N:9]([CH2:8][C:5]3[N:6]=[N:7][C:2]([C:31]4[CH:30]=[CH:29][C:28]([O:27][CH3:26])=[CH:33][C:32]=4[O:34][CH3:35])=[CH:3][CH:4]=3)[CH:14]=[C:13]2[N:15]=1, predict the reactants needed to synthesize it. The reactants are: Cl[C:2]1[N:7]=[N:6][C:5]([CH2:8][N:9]2[CH:14]=[C:13]3[N:15]=[C:16]([C:18]4[CH:23]=[CH:22][CH:21]=[C:20]([F:24])[C:19]=4[F:25])[N:17]=[C:12]3[CH:11]=[N:10]2)=[CH:4][CH:3]=1.[CH3:26][O:27][C:28]1[CH:33]=[C:32]([O:34][CH3:35])[CH:31]=[CH:30][C:29]=1B(O)O. (2) Given the product [CH3:1][O:2][C:3]([C:5]1[CH:6]=[C:7]2[C:12](=[CH:13][CH:14]=1)[N:11]=[CH:10][C:9]([O:15][C:16]1[C:17]([Cl:24])=[CH:18][C:19]([NH:23][S:33]([C:27]3[CH:28]=[CH:29][C:30]([Cl:32])=[CH:31][C:26]=3[Cl:25])(=[O:35])=[O:34])=[CH:20][C:21]=1[Cl:22])=[CH:8]2)=[O:4], predict the reactants needed to synthesize it. The reactants are: [CH3:1][O:2][C:3]([C:5]1[CH:6]=[C:7]2[C:12](=[CH:13][CH:14]=1)[N:11]=[CH:10][C:9]([O:15][C:16]1[C:21]([Cl:22])=[CH:20][C:19]([NH2:23])=[CH:18][C:17]=1[Cl:24])=[CH:8]2)=[O:4].[Cl:25][C:26]1[CH:31]=[C:30]([Cl:32])[CH:29]=[CH:28][C:27]=1[S:33](Cl)(=[O:35])=[O:34].N1C=CC=CC=1.C([O-])(O)=O.[Na+].